This data is from Forward reaction prediction with 1.9M reactions from USPTO patents (1976-2016). The task is: Predict the product of the given reaction. Given the reactants [Cl:1][C:2]1[CH:9]=[CH:8][C:5]([CH:6]=O)=[CH:4][C:3]=1[O:10][CH2:11][CH3:12].C([O-])(=O)C.[NH4+].[N+:18]([CH2:21][CH2:22][CH3:23])([O-:20])=[O:19], predict the reaction product. The product is: [Cl:1][C:2]1[CH:9]=[CH:8][C:5]([CH:6]=[C:21]([N+:18]([O-:20])=[O:19])[CH2:22][CH3:23])=[CH:4][C:3]=1[O:10][CH2:11][CH3:12].